From a dataset of Tox21: 12 toxicity assays (nuclear receptors and stress response pathways). Binary classification across 12 toxicity assays. (1) The drug is O=C(N[C@@H]1N=C(c2ccccc2F)c2cccc3c2N(CC3)C1=O)c1cc2ccccc2[nH]1. It tested positive (active) for: NR-AhR (Aryl hydrocarbon Receptor agonist activity), SR-ATAD5 (ATAD5 genotoxicity (DNA damage)), and SR-MMP (Mitochondrial Membrane Potential disruption). (2) The drug is Cc1cc2nc(N)sc2cc1C. It tested positive (active) for: NR-AhR (Aryl hydrocarbon Receptor agonist activity), NR-ER (Estrogen Receptor agonist activity), and SR-ATAD5 (ATAD5 genotoxicity (DNA damage)). (3) The drug is CCCCC(=O)O[C@]1(C(=O)CO)CC[C@H]2[C@@H]3CCC4=CC(=O)CC[C@]4(C)[C@H]3[C@@H](O)C[C@@]21C. It tested positive (active) for: NR-AR (Androgen Receptor agonist activity), and NR-AR-LBD (Androgen Receptor Ligand Binding Domain agonist). (4) The molecule is CC(C(=O)O)c1ccc(N2Cc3ccccc3C2=O)cc1. It tested positive (active) for: NR-Aromatase (Aromatase enzyme inhibition), NR-ER (Estrogen Receptor agonist activity), and SR-ATAD5 (ATAD5 genotoxicity (DNA damage)). (5) The compound is C(=C/c1ccccc1)\CN1CCN(C(c2ccccc2)c2ccccc2)CC1. It tested positive (active) for: SR-ARE (Antioxidant Response Element (oxidative stress)). (6) The compound is CN(C)C(=S)SSC(=S)N(C)C. It tested positive (active) for: SR-ATAD5 (ATAD5 genotoxicity (DNA damage)), SR-HSE (Heat Shock Element response), and SR-MMP (Mitochondrial Membrane Potential disruption).